This data is from Forward reaction prediction with 1.9M reactions from USPTO patents (1976-2016). The task is: Predict the product of the given reaction. (1) Given the reactants [NH:1]1[CH2:4][CH:3]([O:5][C:6]2[C:11]([Cl:12])=[N:10][CH:9]=[CH:8][N:7]=2)[CH2:2]1.[NH:13]1[C:17]2[CH:18]=[CH:19][CH:20]=[CH:21][C:16]=2[N:15]=[C:14]1[C:22](O)=[O:23].CCN=C=NCCCN(C)C.C(O)CCC.CCN(C(C)C)C(C)C, predict the reaction product. The product is: [NH:13]1[C:17]2[CH:18]=[CH:19][CH:20]=[CH:21][C:16]=2[N:15]=[C:14]1[C:22]([N:1]1[CH2:2][CH:3]([O:5][C:6]2[C:11]([Cl:12])=[N:10][CH:9]=[CH:8][N:7]=2)[CH2:4]1)=[O:23]. (2) Given the reactants [Cl:1][C:2]1[C:11]2[C:6](=[C:7]([CH3:12])[CH:8]=[CH:9][CH:10]=2)[C:5]([C:13]([OH:15])=O)=[CH:4][N:3]=1.[C:16]([NH2:20])([CH3:19])([CH3:18])[CH3:17], predict the reaction product. The product is: [C:16]([NH:20][C:13]([C:5]1[C:6]2[C:11](=[CH:10][CH:9]=[CH:8][C:7]=2[CH3:12])[C:2]([Cl:1])=[N:3][CH:4]=1)=[O:15])([CH3:19])([CH3:18])[CH3:17]. (3) Given the reactants [CH:1]1([CH2:6][CH:7]([C:11]2[CH:16]=[CH:15][C:14]([S:17]([CH3:20])(=[O:19])=[O:18])=[CH:13][CH:12]=2)[C:8]([OH:10])=O)[CH2:5][CH2:4][CH2:3][CH2:2]1.F[P-](F)(F)(F)(F)F.N1(O[P+](N(C)C)(N(C)C)N(C)C)C2C=CC=CC=2N=N1.C(N(CC)CC)C.[CH2:55]([O:57][C:58]([C:60]1[S:64][C:63]([NH2:65])=[N:62][CH:61]=1)=[O:59])[CH3:56], predict the reaction product. The product is: [CH2:55]([O:57][C:58]([C:60]1[S:64][C:63]([NH:65][C:8](=[O:10])[CH:7]([C:11]2[CH:16]=[CH:15][C:14]([S:17]([CH3:20])(=[O:19])=[O:18])=[CH:13][CH:12]=2)[CH2:6][CH:1]2[CH2:2][CH2:3][CH2:4][CH2:5]2)=[N:62][CH:61]=1)=[O:59])[CH3:56].